Dataset: Peptide-MHC class I binding affinity with 185,985 pairs from IEDB/IMGT. Task: Regression. Given a peptide amino acid sequence and an MHC pseudo amino acid sequence, predict their binding affinity value. This is MHC class I binding data. (1) The peptide sequence is VVKWKRDEH. The MHC is HLA-A33:01 with pseudo-sequence HLA-A33:01. The binding affinity (normalized) is 0. (2) The peptide sequence is YPSGQGSF. The MHC is HLA-B51:01 with pseudo-sequence HLA-B51:01. The binding affinity (normalized) is 0.362. (3) The binding affinity (normalized) is 0.211. The MHC is H-2-Kb with pseudo-sequence H-2-Kb. The peptide sequence is NTITLPCRI. (4) The peptide sequence is YVRGYLRGY. The MHC is HLA-B44:02 with pseudo-sequence HLA-B44:02. The binding affinity (normalized) is 0.0847. (5) The peptide sequence is DPNFHQAVM. The MHC is HLA-A68:02 with pseudo-sequence HLA-A68:02. The binding affinity (normalized) is 0.0847. (6) The peptide sequence is YASLTTIGT. The MHC is HLA-A68:02 with pseudo-sequence HLA-A68:02. The binding affinity (normalized) is 0.635. (7) The peptide sequence is EIPGSPGSY. The binding affinity (normalized) is 0.0847. The MHC is HLA-A01:01 with pseudo-sequence HLA-A01:01. (8) The peptide sequence is FPVTPQVPLR. The MHC is HLA-A31:01 with pseudo-sequence HLA-A31:01. The binding affinity (normalized) is 0.0869.